From a dataset of Catalyst prediction with 721,799 reactions and 888 catalyst types from USPTO. Predict which catalyst facilitates the given reaction. (1) Reactant: [CH2:1]([C:3]1[CH:8]=[C:7]([CH3:9])[CH:6]=[C:5]([CH2:10][CH3:11])[C:4]=1[C:12]1[C:13](=[O:29])[N:14]([CH3:28])[N:15]=[C:16]([CH2:26]Br)[C:17]=1[O:18][CH2:19][C:20]1[CH:25]=[CH:24][CH:23]=[CH:22][CH:21]=1)[CH3:2].[C-:30]#[N:31].[Na+]. Product: [CH2:1]([C:3]1[CH:8]=[C:7]([CH3:9])[CH:6]=[C:5]([CH2:10][CH3:11])[C:4]=1[C:12]1[C:13](=[O:29])[N:14]([CH3:28])[N:15]=[C:16]([CH2:26][C:30]#[N:31])[C:17]=1[O:18][CH2:19][C:20]1[CH:25]=[CH:24][CH:23]=[CH:22][CH:21]=1)[CH3:2]. The catalyst class is: 58. (2) Reactant: [Br:1][C:2]1[CH:11]=[CH:10][C:5]([C:6](OC)=[O:7])=[C:4]([CH2:12]Br)[CH:3]=1.[NH3:14].CO. Product: [Br:1][C:2]1[CH:3]=[C:4]2[C:5](=[CH:10][CH:11]=1)[C:6](=[O:7])[NH:14][CH2:12]2. The catalyst class is: 1. (3) Reactant: Cl.[C:2]([C:4]1[CH:5]=[CH:6][C:7]([NH:10][C:11]([N:13]2[CH2:19][CH2:18][CH2:17][CH2:16][C:15]3[CH:20]=[CH:21][C:22]([CH:24](OC)[O:25]C)=[N:23][C:14]2=3)=[O:12])=[N:8][CH:9]=1)#[N:3].C([O-])(O)=O.[Na+]. Product: [C:2]([C:4]1[CH:5]=[CH:6][C:7]([NH:10][C:11]([N:13]2[CH2:19][CH2:18][CH2:17][CH2:16][C:15]3[CH:20]=[CH:21][C:22]([CH:24]=[O:25])=[N:23][C:14]2=3)=[O:12])=[N:8][CH:9]=1)#[N:3]. The catalyst class is: 1. (4) Reactant: [F:1][C:2]1[CH:40]=[CH:39][C:5]([CH2:6][N:7]2[C:11]3[CH:12]=[N:13][C:14]4[C:15](=[O:29])[N:16]([O:20][CH2:21][O:22][CH2:23][CH2:24][Si:25]([CH3:28])([CH3:27])[CH3:26])[CH2:17][CH2:18][C:19]=4[C:10]=3[C:9]([C:30]#[C:31][CH2:32][N:33]3[CH2:38][CH2:37][O:36][CH2:35][CH2:34]3)=[CH:8]2)=[CH:4][CH:3]=1.[H][H]. Product: [F:1][C:2]1[CH:3]=[CH:4][C:5]([CH2:6][N:7]2[C:11]3[CH:12]=[N:13][C:14]4[C:15](=[O:29])[N:16]([O:20][CH2:21][O:22][CH2:23][CH2:24][Si:25]([CH3:28])([CH3:26])[CH3:27])[CH2:17][CH2:18][C:19]=4[C:10]=3[C:9]([CH2:30][CH2:31][CH2:32][N:33]3[CH2:34][CH2:35][O:36][CH2:37][CH2:38]3)=[CH:8]2)=[CH:39][CH:40]=1. The catalyst class is: 105. (5) Reactant: Cl[C:2]1[N:7]=[C:6]([N:8]2[CH2:13][CH2:12][NH:11][CH:10]([CH:14]([CH3:16])[CH3:15])[CH2:9]2)[CH:5]=[N:4][CH:3]=1.Cl.CNC.[CH2:21]([N:23]([CH2:26]C)[CH2:24]C)C.[C]=[O:29]. Product: [CH3:21][N:23]([CH3:26])[C:24]([C:2]1[N:7]=[C:6]([N:8]2[CH2:13][CH2:12][NH:11][CH:10]([CH:14]([CH3:16])[CH3:15])[CH2:9]2)[CH:5]=[N:4][CH:3]=1)=[O:29]. The catalyst class is: 3. (6) Reactant: C(O[C:4]([S-])=[S:5])C.[K+].[NH2:8][C:9]1[CH:14]=[C:13]([Cl:15])[CH:12]=[CH:11][C:10]=1[OH:16].C(O)C.O. Product: [Cl:15][C:13]1[CH:12]=[CH:11][C:10]2[O:16][C:4]([SH:5])=[N:8][C:9]=2[CH:14]=1. The catalyst class is: 15.